This data is from Reaction yield outcomes from USPTO patents with 853,638 reactions. The task is: Predict the reaction yield, written as a fraction of the theoretical maximum amount of product (1.0 means a 100% yield; for example, 0.34 means a 34% yield). (1) The reactants are [CH3:1][CH:2]1[C:6](=[O:7])[CH2:5][CH2:4][C:3]1=[O:8].CI.[OH-].[K+].O1CCOC[CH2:14]1. The catalyst is O. The product is [CH3:1][C:2]1([CH3:14])[C:6](=[O:7])[CH2:5][CH2:4][C:3]1=[O:8]. The yield is 0.930. (2) The reactants are [C:1]([C:5]1[CH:10]=[CH:9][CH:8]=[CH:7][C:6]=1[N:11]1[CH2:16][CH2:15][N:14]([C:17](=[O:27])[C:18]([NH:20][CH:21]2[CH2:26][CH2:25][S:24][CH2:23][CH2:22]2)=[O:19])[CH2:13][CH2:12]1)([CH3:4])([CH3:3])[CH3:2].ClC1C=CC=C(C(OO)=[O:36])C=1.C([O-])(O)=O.[Na+]. The catalyst is C(OCC)(=O)C. The product is [C:1]([C:5]1[CH:10]=[CH:9][CH:8]=[CH:7][C:6]=1[N:11]1[CH2:12][CH2:13][N:14]([C:17](=[O:27])[C:18]([NH:20][CH:21]2[CH2:22][CH2:23][S:24](=[O:36])[CH2:25][CH2:26]2)=[O:19])[CH2:15][CH2:16]1)([CH3:4])([CH3:2])[CH3:3]. The yield is 0.550. (3) The reactants are [CH:1]([N:14]1[C:22]2[C:17](=[CH:18][C:19]([Cl:23])=[CH:20][CH:21]=2)[C:16]([CH2:24][CH2:25][O:26][C:27]2[CH:35]=[CH:34][C:30]([C:31]([OH:33])=[O:32])=[CH:29][CH:28]=2)=[C:15]1[CH2:36][CH2:37][NH:38][S:39]([CH2:42][C:43]1[CH:48]=[CH:47][CH:46]=[CH:45][CH:44]=1)(=[O:41])=[O:40])([C:8]1[CH:13]=[CH:12][CH:11]=[CH:10][CH:9]=1)[C:2]1[CH:7]=[CH:6][CH:5]=[CH:4][CH:3]=1.[C:49](C1C=CC=CC=1CS(Cl)(=O)=O)#[N:50]. No catalyst specified. The product is [CH:1]([N:14]1[C:22]2[C:17](=[CH:18][C:19]([Cl:23])=[CH:20][CH:21]=2)[C:16]([CH2:24][CH2:25][O:26][C:27]2[CH:28]=[CH:29][C:30]([C:31]([OH:33])=[O:32])=[CH:34][CH:35]=2)=[C:15]1[CH2:36][CH2:37][NH:38][S:39]([CH2:42][C:43]1[CH:44]=[CH:45][CH:46]=[CH:47][C:48]=1[C:49]#[N:50])(=[O:41])=[O:40])([C:2]1[CH:7]=[CH:6][CH:5]=[CH:4][CH:3]=1)[C:8]1[CH:9]=[CH:10][CH:11]=[CH:12][CH:13]=1. The yield is 0.720. (4) The reactants are [CH2:1]([O:3][CH:4]([O:8][CH2:9][CH3:10])[C@@H:5]([NH2:7])[CH3:6])[CH3:2].[N:11]1[C:20]2[C:15](=[CH:16][CH:17]=[CH:18][C:19]=2[CH:21]=O)[CH:14]=[CH:13][CH:12]=1. No catalyst specified. The product is [CH2:1]([O:3][CH:4]([O:8][CH2:9][CH3:10])[C@@H:5]([NH:7][CH2:21][C:19]1[CH:18]=[CH:17][CH:16]=[C:15]2[C:20]=1[N:11]=[CH:12][CH:13]=[CH:14]2)[CH3:6])[CH3:2]. The yield is 0.910. (5) The reactants are [CH2:1]([S:8][CH:9](/[CH:34]=[N:35]/O)[CH2:10][NH:11][C:12]([C:14]1[NH:15][C:16]2[C:21]([CH:22]=1)=[CH:20][C:19]([CH3:23])=[CH:18][C:17]=2[N:24]([CH3:33])[S:25]([C:28]1[S:29][CH:30]=[CH:31][CH:32]=1)(=[O:27])=[O:26])=[O:13])[C:2]1[CH:7]=[CH:6][CH:5]=[CH:4][CH:3]=1.N1C(Cl)=NC(Cl)=NC=1Cl.Cl. The catalyst is CN(C)C=O. The product is [CH2:1]([S:8][CH:9]([C:34]#[N:35])[CH2:10][NH:11][C:12]([C:14]1[NH:15][C:16]2[C:21]([CH:22]=1)=[CH:20][C:19]([CH3:23])=[CH:18][C:17]=2[N:24]([CH3:33])[S:25]([C:28]1[S:29][CH:30]=[CH:31][CH:32]=1)(=[O:27])=[O:26])=[O:13])[C:2]1[CH:3]=[CH:4][CH:5]=[CH:6][CH:7]=1. The yield is 0.880. (6) The reactants are [C:1]([O:5][C:6]([N:8]([C:51]([O:53][C:54]([CH3:57])([CH3:56])[CH3:55])=[O:52])[C:9]1[C:18]2[C:13](=[CH:14][C:15]([NH:19][CH:20]([C:40]3[CH:45]=[C:44]([CH3:46])[C:43]([CH2:47][CH2:48][OH:49])=[C:42]([CH3:50])[CH:41]=3)[C:21]([NH:23][C@@H:24]([C:31]3[CH:36]=[CH:35][CH:34]=[C:33]([N+:37]([O-])=O)[CH:32]=3)[CH2:25][C:26]([O:28][CH2:29][CH3:30])=[O:27])=[O:22])=[CH:16][CH:17]=2)[CH:12]=[CH:11][N:10]=1)=[O:7])([CH3:4])([CH3:3])[CH3:2]. The catalyst is CO.[Pd]. The product is [NH2:37][C:33]1[CH:32]=[C:31]([C@H:24]([NH:23][C:21](=[O:22])[CH:20]([NH:19][C:15]2[CH:14]=[C:13]3[C:18](=[CH:17][CH:16]=2)[C:9]([N:8]([C:6]([O:5][C:1]([CH3:4])([CH3:3])[CH3:2])=[O:7])[C:51]([O:53][C:54]([CH3:56])([CH3:57])[CH3:55])=[O:52])=[N:10][CH:11]=[CH:12]3)[C:40]2[CH:45]=[C:44]([CH3:46])[C:43]([CH2:47][CH2:48][OH:49])=[C:42]([CH3:50])[CH:41]=2)[CH2:25][C:26]([O:28][CH2:29][CH3:30])=[O:27])[CH:36]=[CH:35][CH:34]=1. The yield is 0.720. (7) The reactants are N(/C(OC(C)C)=O)=N\C(OC(C)C)=O.C1(P(C2C=CC=CC=2)C2C=CC=CC=2)C=CC=CC=1.[OH:34][CH2:35][C:36]1[CH:41]=[CH:40][C:39]([CH2:42][N:43]2[CH2:48][CH2:47][N:46]([C:49]3[C:54]([C:55]([O:57][CH:58]([CH3:60])[CH3:59])=[O:56])=[CH:53][CH:52]=[CH:51][N:50]=3)[CH2:45][CH2:44]2)=[CH:38][CH:37]=1.[CH2:61]([O:63][C:64]1[CH:69]=[CH:68][C:67](O)=[CH:66][CH:65]=1)[CH3:62]. The catalyst is C1COCC1.CS(C)=O. The product is [CH2:61]([O:63][C:64]1[CH:69]=[CH:68][C:67]([O:34][CH2:35][C:36]2[CH:41]=[CH:40][C:39]([CH2:42][N:43]3[CH2:44][CH2:45][N:46]([C:49]4[C:54]([C:55]([O:57][CH:58]([CH3:60])[CH3:59])=[O:56])=[CH:53][CH:52]=[CH:51][N:50]=4)[CH2:47][CH2:48]3)=[CH:38][CH:37]=2)=[CH:66][CH:65]=1)[CH3:62]. The yield is 0.108. (8) The reactants are [C:1]([O:5][C:6]([N:8]1[CH2:13][CH2:12][CH2:11][C@@H:10]([C:14]([NH:16][NH:17][C:18]([C@H:20]2[CH2:26][CH2:25][C@@H:24]3[CH2:27][N:21]2[C:22](=[O:35])[N:23]3[O:28][CH2:29][C:30]([O:32]CC)=[O:31])=[O:19])=[O:15])[CH2:9]1)=[O:7])([CH3:4])([CH3:3])[CH3:2].[OH-].[Li+].S([O-])(O)(=O)=O.[K+].C(OCC)(=O)C. The catalyst is O1CCCC1.O. The product is [C:1]([O:5][C:6]([N:8]1[CH2:13][CH2:12][CH2:11][C@@H:10]([C:14]([NH:16][NH:17][C:18]([C@H:20]2[CH2:26][CH2:25][C@@H:24]3[CH2:27][N:21]2[C:22](=[O:35])[N:23]3[O:28][CH2:29][C:30]([OH:32])=[O:31])=[O:19])=[O:15])[CH2:9]1)=[O:7])([CH3:4])([CH3:2])[CH3:3]. The yield is 0.270. (9) The catalyst is C(Cl)Cl. The reactants are [Cl:1][C:2]1[CH:3]=[C:4]([CH:9]([C:24]([F:27])([F:26])[F:25])/[CH:10]=[CH:11]/[C:12]2[CH:13]=[CH:14][C:15]([N:19]3[CH:23]=[N:22][CH:21]=[N:20]3)=[C:16]([CH:18]=2)[NH2:17])[CH:5]=[C:6]([Cl:8])[CH:7]=1.[CH3:28]I. The yield is 0.700. The product is [Cl:1][C:2]1[CH:3]=[C:4]([CH:9]([C:24]([F:26])([F:25])[F:27])/[CH:10]=[CH:11]/[C:12]2[CH:13]=[CH:14][C:15]([N:19]3[CH:23]=[N:22][CH:21]=[N:20]3)=[C:16]([CH:18]=2)[NH:17][CH3:28])[CH:5]=[C:6]([Cl:8])[CH:7]=1. (10) The reactants are [NH2:1][C:2]1[CH:7]=[C:6]([Cl:8])[CH:5]=[CH:4][N:3]=1.[Br:9]N1C(=O)CCC1=O. The catalyst is C(#N)C. The product is [Br:9][C:5]1[C:6]([Cl:8])=[CH:7][C:2]([NH2:1])=[N:3][CH:4]=1. The yield is 0.800.